From a dataset of Reaction yield outcomes from USPTO patents with 853,638 reactions. Predict the reaction yield, written as a fraction of the theoretical maximum amount of product (1.0 means a 100% yield; for example, 0.34 means a 34% yield). The reactants are [C:1]([N:4]1[CH2:9][CH2:8][CH:7]([C:10](Cl)=[O:11])[CH2:6][CH2:5]1)(=[O:3])[CH3:2].[CH2:13]([O:15]C#C)[CH3:14].[CH2:18](N(CC)CC)[CH3:19].CCOC(C)=O. The catalyst is C1COCC1.CO. The product is [C:1]([N:4]1[CH2:9][CH2:8][C:7]2([C:13](=[O:15])[CH:14]=[C:10]2[O:11][CH2:18][CH3:19])[CH2:6][CH2:5]1)(=[O:3])[CH3:2]. The yield is 0.670.